This data is from NCI-60 drug combinations with 297,098 pairs across 59 cell lines. The task is: Regression. Given two drug SMILES strings and cell line genomic features, predict the synergy score measuring deviation from expected non-interaction effect. (1) Drug 1: C1=CC(=CC=C1CCC2=CNC3=C2C(=O)NC(=N3)N)C(=O)NC(CCC(=O)O)C(=O)O. Drug 2: CC12CCC3C(C1CCC2O)C(CC4=C3C=CC(=C4)O)CCCCCCCCCS(=O)CCCC(C(F)(F)F)(F)F. Cell line: ACHN. Synergy scores: CSS=21.1, Synergy_ZIP=-3.36, Synergy_Bliss=-1.19, Synergy_Loewe=-1.08, Synergy_HSA=1.70. (2) Drug 1: CC1=C(N=C(N=C1N)C(CC(=O)N)NCC(C(=O)N)N)C(=O)NC(C(C2=CN=CN2)OC3C(C(C(C(O3)CO)O)O)OC4C(C(C(C(O4)CO)O)OC(=O)N)O)C(=O)NC(C)C(C(C)C(=O)NC(C(C)O)C(=O)NCCC5=NC(=CS5)C6=NC(=CS6)C(=O)NCCC[S+](C)C)O. Drug 2: C(CC(=O)O)C(=O)CN.Cl. Cell line: OVCAR-4. Synergy scores: CSS=14.1, Synergy_ZIP=-7.04, Synergy_Bliss=-4.68, Synergy_Loewe=-26.1, Synergy_HSA=-2.03. (3) Drug 1: C1=CC(=CC=C1CCCC(=O)O)N(CCCl)CCCl. Drug 2: CC1CCC2CC(C(=CC=CC=CC(CC(C(=O)C(C(C(=CC(C(=O)CC(OC(=O)C3CCCCN3C(=O)C(=O)C1(O2)O)C(C)CC4CCC(C(C4)OC)O)C)C)O)OC)C)C)C)OC. Cell line: COLO 205. Synergy scores: CSS=48.3, Synergy_ZIP=-3.06, Synergy_Bliss=-2.36, Synergy_Loewe=2.64, Synergy_HSA=3.84.